From a dataset of Full USPTO retrosynthesis dataset with 1.9M reactions from patents (1976-2016). Predict the reactants needed to synthesize the given product. (1) Given the product [CH:1]1([CH:4]([CH:12]2[CH2:14][CH2:13]2)[NH:5][S:6]([C:8]([CH3:11])([CH3:10])[CH3:9])=[O:7])[CH2:2][CH2:3]1, predict the reactants needed to synthesize it. The reactants are: [CH:1]1(/[CH:4]=[N:5]/[S:6]([C:8]([CH3:11])([CH3:10])[CH3:9])=[O:7])[CH2:3][CH2:2]1.[CH:12]1([Mg]Br)[CH2:14][CH2:13]1.[NH4+].[Cl-]. (2) Given the product [CH3:1][C:2]1[CH:7]=[C:6]([S:8][CH2:9][C:10]2[CH:15]=[CH:14][CH:13]=[C:12]([C:16]3[CH:21]=[CH:20][C:19]([C:22]([F:23])([F:24])[F:25])=[CH:18][CH:17]=3)[N:11]=2)[CH:5]=[CH:4][C:3]=1[O:26][CH2:27][C:28]([OH:30])=[O:29], predict the reactants needed to synthesize it. The reactants are: [CH3:1][C:2]1[CH:7]=[C:6]([S:8][CH2:9][C:10]2[CH:15]=[CH:14][CH:13]=[C:12]([C:16]3[CH:21]=[CH:20][C:19]([C:22]([F:25])([F:24])[F:23])=[CH:18][CH:17]=3)[N:11]=2)[CH:5]=[CH:4][C:3]=1[O:26][CH2:27][C:28]([O:30]CC)=[O:29].[OH-].[Na+].Cl.CCOC(C)=O. (3) Given the product [ClH:43].[ClH:43].[Cl:43][C:44]1[CH:45]=[CH:46][C:47]([S:50][C:51]2[CH:58]=[CH:57][CH:56]=[CH:55][C:52]=2[CH:53]=[CH:9][C:10]2=[N:16][CH2:15][CH2:14][N:13]([CH3:17])[C:12]3[CH:18]=[C:19]([C:30]4[O:29][CH:28]=[CH:32][CH:31]=4)[CH:20]=[CH:21][C:11]2=3)=[CH:48][CH:49]=1, predict the reactants needed to synthesize it. The reactants are: C(OP([CH:9]=[C:10]1[NH:16][CH2:15][CH2:14][N:13]([CH3:17])[C:12]2[CH:18]=[C:19](Br)[CH:20]=[CH:21][C:11]1=2)(=O)OCC)C.C([Sn](CCCC)(CCCC)[C:28]1[O:29][CH:30]=[CH:31][CH:32]=1)CCC.[H-].[Na+].[Cl:43][C:44]1[CH:49]=[CH:48][C:47]([S:50][C:51]2[CH:58]=[CH:57][CH:56]=[CH:55][C:52]=2[CH:53]=O)=[CH:46][CH:45]=1. (4) Given the product [O:3]1[C:7]2[CH:8]=[CH:9][CH:10]=[C:11]([CH:12]3[CH2:17][CH2:16][N:15]([CH2:18][CH2:19][C@H:20]4[CH2:21][CH2:22][C@H:23]([NH:26][S:35]([CH3:34])(=[O:37])=[O:36])[CH2:24][CH2:25]4)[CH2:14][CH2:13]3)[C:6]=2[CH2:5][CH2:4]1, predict the reactants needed to synthesize it. The reactants are: Cl.Cl.[O:3]1[C:7]2[CH:8]=[CH:9][CH:10]=[C:11]([CH:12]3[CH2:17][CH2:16][N:15]([CH2:18][CH2:19][C@H:20]4[CH2:25][CH2:24][C@H:23]([NH2:26])[CH2:22][CH2:21]4)[CH2:14][CH2:13]3)[C:6]=2[CH2:5][CH2:4]1.C(N(CC)CC)C.[CH3:34][S:35](Cl)(=[O:37])=[O:36]. (5) Given the product [CH3:1][O:2][C:3](=[O:50])[NH:4][C@@H:5]1[CH2:10][CH2:9][N:8]([C:11]2[CH:16]=[C:15]([C:17]#[N:18])[CH:14]=[C:13]([NH:19][C:20]3[N:25]=[C:24]([NH:26][CH:36]4[CH2:37][CH2:38]4)[C:23]4=[N:39][CH:40]=[C:41]([C:42]#[N:43])[N:22]4[N:21]=3)[C:12]=2[Cl:44])[CH2:7][C@H:6]1[O:45][P:46]([OH:48])([OH:49])=[O:47], predict the reactants needed to synthesize it. The reactants are: [CH3:1][O:2][C:3](=[O:50])[NH:4][C@@H:5]1[CH2:10][CH2:9][N:8]([C:11]2[CH:16]=[C:15]([C:17]#[N:18])[CH:14]=[C:13]([NH:19][C:20]3[N:25]=[C:24]([N:26]([CH:36]4[CH2:38][CH2:37]4)CC4C=CC(OC)=CC=4)[C:23]4=[N:39][CH:40]=[C:41]([C:42]#[N:43])[N:22]4[N:21]=3)[C:12]=2[Cl:44])[CH2:7][C@H:6]1[O:45][P:46]([OH:49])([OH:48])=[O:47].C1(OC)C=CC=CC=1.C(O)(C(F)(F)F)=O.